From a dataset of Full USPTO retrosynthesis dataset with 1.9M reactions from patents (1976-2016). Predict the reactants needed to synthesize the given product. (1) Given the product [CH3:12][O:13][C:14]1[CH:15]=[C:16]([C:23]2[CH:28]=[CH:27][CH:26]=[CH:25][CH:24]=2)[CH:17]=[CH:18][C:19]=1[C:20]([NH:1][C:2]1[CH:11]=[C:10]2[C:5]([CH:6]=[CH:7][CH:8]=[N:9]2)=[CH:4][CH:3]=1)=[O:21], predict the reactants needed to synthesize it. The reactants are: [NH2:1][C:2]1[CH:11]=[C:10]2[C:5]([CH:6]=[CH:7][CH:8]=[N:9]2)=[CH:4][CH:3]=1.[CH3:12][O:13][C:14]1[CH:15]=[C:16]([C:23]2[CH:28]=[CH:27][CH:26]=[CH:25][CH:24]=2)[CH:17]=[CH:18][C:19]=1[C:20](O)=[O:21]. (2) Given the product [Br:1][C:2]1[C:3]([O:15][CH2:14][CH:13]([F:16])[F:12])=[N:4][CH:5]=[C:6]([CH:10]=1)[C:7]([OH:9])=[O:8], predict the reactants needed to synthesize it. The reactants are: [Br:1][C:2]1[C:3](Cl)=[N:4][CH:5]=[C:6]([CH:10]=1)[C:7]([OH:9])=[O:8].[F:12][CH:13]([F:16])[CH2:14][OH:15]. (3) Given the product [CH3:33][O:32][C:28]([CH2:29][CH2:30][C:12]1([CH2:14][C:15]2([CH2:30][CH2:29][C:28]([O:32][CH3:33])=[O:31])[C:27]3[CH:26]=[CH:25][CH:24]=[CH:23][C:22]=3[C:21]3[C:16]2=[CH:17][CH:18]=[CH:19][CH:20]=3)[C:13]2[CH:1]=[CH:2][CH:3]=[CH:4][C:5]=2[C:6]2[C:11]1=[CH:10][CH:9]=[CH:8][CH:7]=2)=[O:31], predict the reactants needed to synthesize it. The reactants are: [CH:1]1[C:13]2[CH:12]([CH2:14][CH:15]3[C:27]4[CH:26]=[CH:25][CH:24]=[CH:23][C:22]=4[C:21]4[C:16]3=[CH:17][CH:18]=[CH:19][CH:20]=4)[C:11]3[C:6](=[CH:7][CH:8]=[CH:9][CH:10]=3)[C:5]=2[CH:4]=[CH:3][CH:2]=1.[C:28]([O:32][CH3:33])(=[O:31])[CH:29]=[CH2:30].Cl.